Dataset: Forward reaction prediction with 1.9M reactions from USPTO patents (1976-2016). Task: Predict the product of the given reaction. Given the reactants C[Si](C)(C)[N-][Si](C)(C)C.[Li+].[N:11]1([C:27]([O:29][C:30]([CH3:33])([CH3:32])[CH3:31])=[O:28])[CH2:16][CH2:15][CH:14]([C:17]([O:19][CH2:20][C:21]2[CH:26]=[CH:25][CH:24]=[CH:23][CH:22]=2)=[O:18])[CH2:13][CH2:12]1.Br[CH2:35][CH2:36][CH:37]=[CH2:38].O, predict the reaction product. The product is: [CH2:38]([C:14]1([C:17]([O:19][CH2:20][C:21]2[CH:26]=[CH:25][CH:24]=[CH:23][CH:22]=2)=[O:18])[CH2:13][CH2:12][N:11]([C:27]([O:29][C:30]([CH3:33])([CH3:32])[CH3:31])=[O:28])[CH2:16][CH2:15]1)[CH2:37][CH:36]=[CH2:35].